This data is from CYP2C9 inhibition data for predicting drug metabolism from PubChem BioAssay. The task is: Regression/Classification. Given a drug SMILES string, predict its absorption, distribution, metabolism, or excretion properties. Task type varies by dataset: regression for continuous measurements (e.g., permeability, clearance, half-life) or binary classification for categorical outcomes (e.g., BBB penetration, CYP inhibition). Dataset: cyp2c9_veith. (1) The drug is COc1ccc(-c2oc3ccccc3c(=O)c2OC(=O)c2ccc(C)cc2)cc1. The result is 1 (inhibitor). (2) The molecule is CC(=O)NC(CCS(C)(=O)=O)C(=O)Nc1c(F)cccc1F. The result is 0 (non-inhibitor). (3) The compound is CCCc1cc(=O)[nH]c(=S)[nH]1. The result is 0 (non-inhibitor). (4) The molecule is CC1Cc2ccccc2N1C(=O)Cn1c(=O)cc(O)c2ccccc21. The result is 1 (inhibitor). (5) The compound is CCNc1ncc2nc(-c3cc(F)cc(F)c3)c(=O)n(C)c2n1. The result is 0 (non-inhibitor). (6) The molecule is Cc1ccc(-c2nc3ccccc3s2)cc1NC(=S)NC(=O)/C=C/c1ccco1. The result is 0 (non-inhibitor). (7) The drug is CN1CCN(NC(=O)CN2C(=O)/C(=C/c3c(Cl)cccc3Cl)SC2=S)CC1. The result is 0 (non-inhibitor).